From a dataset of Full USPTO retrosynthesis dataset with 1.9M reactions from patents (1976-2016). Predict the reactants needed to synthesize the given product. (1) Given the product [Br:1][C:2]1[CH:7]=[CH:6][C:5]([C:8]2([CH2:20][CH:21]3[CH2:22][O:23][CH2:29][CH2:28][O:24]3)[C:16]3[C:11](=[CH:12][CH:13]=[CH:14][CH:15]=3)[C:10]3=[N:17][CH:18]=[CH:19][N:9]23)=[CH:4][CH:3]=1, predict the reactants needed to synthesize it. The reactants are: [Br:1][C:2]1[CH:7]=[CH:6][C:5]([C:8]2([CH2:20][CH:21]([OH:24])[CH2:22][OH:23])[C:16]3[C:11](=[CH:12][CH:13]=[CH:14][CH:15]=3)[C:10]3=[N:17][CH:18]=[CH:19][N:9]23)=[CH:4][CH:3]=1.[OH-].[Na+].Cl[CH2:28][CH2:29]Cl. (2) Given the product [C:1]([C:3]1[C:4]([N:18]2[CH2:23][CH2:22][N:21]([C:25]([NH:24][C:27]3[CH:34]=[CH:33][CH:32]=[C:29]([C:30]#[N:31])[CH:28]=3)=[O:26])[CH2:20][CH2:19]2)=[N:5][C:6]([C:14]([F:15])([F:17])[F:16])=[C:7]([CH:13]=1)[C:8]([O:10][CH2:11][CH3:12])=[O:9])#[N:2], predict the reactants needed to synthesize it. The reactants are: [C:1]([C:3]1[C:4]([N:18]2[CH2:23][CH2:22][NH:21][CH2:20][CH2:19]2)=[N:5][C:6]([C:14]([F:17])([F:16])[F:15])=[C:7]([CH:13]=1)[C:8]([O:10][CH2:11][CH3:12])=[O:9])#[N:2].[N:24]([C:27]1[CH:28]=[C:29]([CH:32]=[CH:33][CH:34]=1)[C:30]#[N:31])=[C:25]=[O:26].